Dataset: Experimentally validated miRNA-target interactions with 360,000+ pairs, plus equal number of negative samples. Task: Binary Classification. Given a miRNA mature sequence and a target amino acid sequence, predict their likelihood of interaction. (1) The miRNA is mmu-miR-466d-5p with sequence UGUGUGUGCGUACAUGUACAUG. The protein sequence of the target gene is MDEEKLPCELHKEGSATQEDHGLEPEEEPGLQNGTAASEGLSSHISGPGGEKTLEGTMEPVRGPDVALPGLNLSLTNGLALGQDGNILEDSIEFKTWRSGPAEEEDVPGSPCPDAGDPQLGLDCPGEPDVRDGFSATFEKILESELLRGTQYSSLDSLDVLSLTDESDSCVSFEAPLTPLIQQRARDSPEAGAGLGNGDMGPEGDLGATGGCDGELGSPLRRSISSSRSENVLSHLSLTSVPNGFHEDGPGGSGGDDEDDEDTDKLLNSASDTSLKDGLSDSDSELSSSEGLEPGSTDPL.... Result: 1 (interaction). (2) The miRNA is hsa-miR-615-3p with sequence UCCGAGCCUGGGUCUCCCUCUU. The protein sequence of the target gene is MKPLAIPANHGVMGQQEKHSLPADFTKLHLTDSLHPQVTHVSSSHSGCSITSDSGSSSLSDIYQATESEAGDMDLSGLPETAVDSEDDDDEEDIERASDPLMSRDIVRDCLEKDPIDRTDDDIEQLLEFMHQLPAFANMTMSVRRELCAVMVFAVVERAGTIVLNDGEELDSWSVILNGSVEVTYPDGKAEILCMGNSFGVSPTMDKEYMKGVMRTKVDDCQFVCIAQQDYCRILNQVEKNMQKVEEEGEIVMVKEHRELDRTGTRKGHIVIKGTSERLTMHLVEEHSVVDPTFIEDFLL.... Result: 1 (interaction). (3) The miRNA is hsa-miR-4713-5p with sequence UUCUCCCACUACCAGGCUCCCA. The protein sequence of the target gene is MASTRSIELEHFEERDKRPRPGSRRGAPSSSGGSSSSGPKGNGLIPSPAHSAHCSFYRTRTLQALSSEKKAKKARFYRNGDRYFKGLVFAISSDRFRSFDALLIELTRSLSDNVNLPQGVRTIYTIDGSRKVTSLDELLEGESYVCASNEPFRKVDYTKNINPNWSVNIKGGTSRALAAASSVKSEVKESKDFIKPKLVTVIRSGVKPRKAVRILLNKKTAHSFEQVLTDITEAIKLDSGVVKRLCTLDGKQVTCLQDFFGDDDVFIACGPEKFRYAQDDFVLDHSECRVLKSSYSRSSA.... Result: 0 (no interaction). (4) The miRNA is hsa-miR-6859-3p with sequence UGACCCCCAUGUCGCCUCUGUAG. The protein sequence of the target gene is METGQRTSRKVRKLGSNRRRQTREPADGEGAAVAPEPESWSSQAAAELQAFFQDCGAKERGFVTREDLAVAKFSFLGSKEESEMIFDWVDVERKGHLSLEEFSSGLKNIFGSSQSPHRLRRRKPLPSKRVSATTSFPALEEADAEEKEAFLAFMEQLGTGHLLPKQMEIWQLWGQLRQEEPQLAGNLAGFLAKMTSRLQEAQADKEALELTLRKRDSDHHREVQQLYEEMEQQIRQEKQQLQAESDSRGLALTSQMQDVLEAKEREVQRLAEGQRELEAQLSHLRSTHQEAASENQQLQE.... Result: 1 (interaction). (5) The miRNA is cel-miR-794-5p with sequence UGAGGUAAUCAUCGUUGUCACU. The protein sequence of the target gene is MGAQFSKTAAKGEATAERPGEAAVASSPSKANGQENGHVKVNGDASPAAAEPGAKEELQANGSAPAADKEEPASGSAATPAAAEKDEAAAATEPGAGAADKEAAEAEPAEPSSPAAEAEGASASSTSSPKAEDGAAPSPSSETPKKKKKRFSFKKSFKLSGFSFKKSKKESGEGAEAEGATAEGAKDEAAAAAGGEGAAAPGEQAGGAGAEGAAGGEPREAEAAEPEQPEQPEQPAAEEPQAEEQSEAAGEKAEEPAPGATAGDASSAAGPEQEAPAATDEAAASAAPAASPEPQPECSP.... Result: 0 (no interaction). (6) The miRNA is mmu-miR-190a-5p with sequence UGAUAUGUUUGAUAUAUUAGGU. The protein sequence of the target gene is MRSTAVLALLLCAGQVFALPVNSPMTKGDTKVMKCVLEVISDSLSKPSPMPVSPECLETLQGDERILSILRHQNLLKELQDLALQGAKERAQQPLKQQQPPKQQQQQQQQQQQEQQHSSFEDELSEVFENQSPDAKHRDAAAEVPSRDTMEKRKDSDKGQQDGFEATTEGPRPQAFPEPNQESPMMGDSESPGEDTATNTQSPTSLPSQEHVDPQATGDSERGLSAQQQARKAKQEEKEEEEEEEAVAREKAGPEEVPTAASSSHFHAGYKAIQKDDGQSDSQAVDGDGKTEASEALPSE.... Result: 0 (no interaction). (7) The protein sequence of the target gene is MNGKRPADPGPARPMKKGKKQVSAEFSDAVTEEILRKQVAEAWSCRTPFSHEAIALDMDPFLHCVIPNFIQSQDFLEGLHKELLSLDFHEKYNDLYKFQQSDDLKNRKEPHISALRKLMFEDFRAWLSKVSGIDLEPTIDMSCAKYEFTDALLCHDDELEGRRIAFILYLVPSWDRDLGGTLDLYDTDEHLQPKQIVKSLIPSWNKLVFFEVSPVSFHQVSEVLSEETSRLSISGWFYGPSLTRPPTYFEPPIPRNPHIPQDHEILYEWINPAYLEMDYQMQIQEEFEERSEILLKEFLK.... Result: 0 (no interaction). The miRNA is hsa-miR-1973 with sequence ACCGUGCAAAGGUAGCAUA. (8) The protein sequence of the target gene is MEPDDFDSEDKEILSWDINDVKLPQNVKKTDWFQEWPDSYAKHIYSSEDKNAQRHLSSWAMRNTNNHNSRILKKSCLGVVVCGRDCLAEEGRKIYLRPAICDKARQKQQRKRCPNCDGPLKLIPCRGHGGFPVTNFWRHDGRFIFFQSKGEHDHPKPETKLEAEARRAMKKVNTAPSSVSLSLKGSTETRSLPGETQSQGSLPLTWSFQEGVQLPGSYSGHLIANTPQQNSLNDCFSFSKSYGLGGITDLTDQTSTVDPMKLYEKRKLSSSRTYSSGDLLPPSASGVYSDHGDLQAWSKN.... The miRNA is hsa-miR-6715b-3p with sequence CUCAAACCGGCUGUGCCUGUGG. Result: 1 (interaction). (9) The miRNA is hsa-miR-500b-3p with sequence GCACCCAGGCAAGGAUUCUG. The protein sequence of the target gene is MWSLLLCGLSIALPLSVTADGCKDIFMKNEILSASQPFAFNCTFPPITSGEVSVTWYKNSSKIPVSKIIQSRIHQDETWILFLPMEWGDSGVYQCVIKGRDSCHRIHVNLTVFEKHWCDTSIGGLPNLSDEYKQILHLGKDDSLTCHLHFPKSCVLGPIKWYKDCNEIKGERFTVLETRLLVSNVSAEDRGNYACQAILTHSGKQYEVLNGITVSITERAGYGGSVPKIIYPKNHSIEVQLGTTLIVDCNVTDTKDNTNLRCWRVNNTLVDDYYDESKRIREGVETHVSFREHNLYTVNI.... Result: 1 (interaction).